Task: Predict the product of the given reaction.. Dataset: Forward reaction prediction with 1.9M reactions from USPTO patents (1976-2016) (1) Given the reactants Br[CH2:2][CH2:3][CH2:4][C:5]([O:7][CH3:8])=[O:6].[C:9]([O:13][C:14]([N:16]1[CH2:22][CH2:21][C:20]2[C:23]([OH:28])=[C:24]([Cl:27])[CH:25]=[CH:26][C:19]=2[CH2:18][CH2:17]1)=[O:15])([CH3:12])([CH3:11])[CH3:10].C1CCN2C(=NCCC2)CC1.CN(C=O)C, predict the reaction product. The product is: [C:9]([O:13][C:14]([N:16]1[CH2:22][CH2:21][C:20]2[C:23]([O:28][CH2:2][CH2:3][CH2:4][C:5]([O:7][CH3:8])=[O:6])=[C:24]([Cl:27])[CH:25]=[CH:26][C:19]=2[CH2:18][CH2:17]1)=[O:15])([CH3:12])([CH3:10])[CH3:11]. (2) The product is: [C:14]([N:10]1[CH2:11][CH2:12][CH2:13][N:7]([CH:3]2[CH2:6][CH2:5][CH2:4]2)[CH2:8][CH2:9]1)([O:16][C:17]([CH3:20])([CH3:19])[CH3:18])=[O:15]. Given the reactants Cl.Cl.[CH:3]1([N:7]2[CH2:13][CH2:12][CH2:11][NH:10][CH2:9][CH2:8]2)[CH2:6][CH2:5][CH2:4]1.[C:14](N1CCCNCC1)([O:16][C:17]([CH3:20])([CH3:19])[CH3:18])=[O:15].C1(=O)CCC1.[BH-](OC(C)=O)(OC(C)=O)OC(C)=O.[Na+], predict the reaction product. (3) Given the reactants Br[C:2]1[CH:3]=[C:4]([CH:18]=[CH:19][CH:20]=1)[CH2:5][NH:6][C:7](=[O:17])[O:8][CH:9]1[CH:14]2[CH2:15][CH2:16][N:11]([CH2:12][CH2:13]2)[CH2:10]1.[C:21]1(B(O)O)[CH:26]=[CH:25][CH:24]=[CH:23][CH:22]=1, predict the reaction product. The product is: [C:2]1([C:21]2[CH:26]=[CH:25][CH:24]=[CH:23][CH:22]=2)[CH:20]=[CH:19][CH:18]=[C:4]([CH2:5][NH:6][C:7](=[O:17])[O:8][CH:9]2[CH:14]3[CH2:15][CH2:16][N:11]([CH2:12][CH2:13]3)[CH2:10]2)[CH:3]=1. (4) Given the reactants [Si:1]([O:8][CH2:9][CH2:10][O:11][NH:12][C:13](=[O:33])[C:14]1[CH:19]=[C:18]([CH:20]=C)[C:17]([F:22])=[C:16]([F:23])[C:15]=1[NH:24][C:25]1[CH:30]=[CH:29][C:28]([I:31])=[CH:27][C:26]=1[F:32])([C:4]([CH3:7])([CH3:6])[CH3:5])([CH3:3])[CH3:2].I([O-])(=O)(=O)=[O:35].[Na+], predict the reaction product. The product is: [Si:1]([O:8][CH2:9][CH2:10][O:11][NH:12][C:13](=[O:33])[C:14]1[CH:19]=[C:18]([CH:20]=[O:35])[C:17]([F:22])=[C:16]([F:23])[C:15]=1[NH:24][C:25]1[CH:30]=[CH:29][C:28]([I:31])=[CH:27][C:26]=1[F:32])([C:4]([CH3:7])([CH3:6])[CH3:5])([CH3:3])[CH3:2]. (5) Given the reactants [F:1][CH:2]([F:14])[CH2:3][C:4]1[CH:5]=[N:6][C:7]2[C:12]([CH:13]=1)=[CH:11][CH:10]=[CH:9][CH:8]=2.[BH3-]C#N.[Na+].B(F)(F)F.CCOCC.O, predict the reaction product. The product is: [F:14][CH:2]([F:1])[CH2:3][CH:4]1[CH2:13][C:12]2[C:7](=[CH:8][CH:9]=[CH:10][CH:11]=2)[NH:6][CH2:5]1. (6) Given the reactants Br[C:2]1[CH:11]=[CH:10][C:9]2[N:8]=[CH:7][C:6]3[N:12]([CH3:23])[C:13](=[O:22])[N:14]([C:15]4[C:16]([CH3:21])=[N:17][N:18]([CH3:20])[CH:19]=4)[C:5]=3[C:4]=2[CH:3]=1.[CH:24]([O:27][C:28]1[CH:29]=[C:30](B(O)O)[CH:31]=[CH:32][CH:33]=1)([CH3:26])[CH3:25], predict the reaction product. The product is: [CH3:20][N:18]1[CH:19]=[C:15]([N:14]2[C:5]3[C:4]4[CH:3]=[C:2]([C:32]5[CH:31]=[CH:30][CH:29]=[C:28]([O:27][CH:24]([CH3:26])[CH3:25])[CH:33]=5)[CH:11]=[CH:10][C:9]=4[N:8]=[CH:7][C:6]=3[N:12]([CH3:23])[C:13]2=[O:22])[C:16]([CH3:21])=[N:17]1. (7) Given the reactants C([O:8][C:9]1[CH:10]=[C:11]([CH2:17][CH2:18][O:19][C@@H:20]2[CH2:25][CH2:24][CH2:23][CH2:22][C@H:21]2[N:26]2[CH2:30][CH2:29][C@@H:28]([OH:31])[CH2:27]2)[CH:12]=[CH:13][C:14]=1[O:15][CH3:16])C1C=CC=CC=1.N#N.[H][H], predict the reaction product. The product is: [OH:8][C:9]1[CH:10]=[C:11]([CH2:17][CH2:18][O:19][C@@H:20]2[CH2:25][CH2:24][CH2:23][CH2:22][C@H:21]2[N:26]2[CH2:30][CH2:29][C@@H:28]([OH:31])[CH2:27]2)[CH:12]=[CH:13][C:14]=1[O:15][CH3:16]. (8) Given the reactants [OH:1][CH2:2][C:3]1[O:4][C:5]([C:16]2[CH:21]=[CH:20][C:19]([O:22][CH3:23])=[CH:18][CH:17]=2)=[C:6]([C:8]2[CH:13]=[CH:12][C:11]([O:14][CH3:15])=[CH:10][CH:9]=2)[N:7]=1.[CH3:24][O:25][C:26](=[O:37])[CH2:27][O:28][C:29]1[CH:34]=[CH:33][C:32](O)=[CH:31][C:30]=1[CH3:36].C1(P(C2C=CC=CC=2)C2C=CC=CC=2)C=CC=CC=1.N(C(OCC)=O)=NC(OCC)=O, predict the reaction product. The product is: [CH3:24][O:25][C:26](=[O:37])[CH2:27][O:28][C:29]1[CH:34]=[CH:33][C:32]([O:1][CH2:2][C:3]2[O:4][C:5]([C:16]3[CH:17]=[CH:18][C:19]([O:22][CH3:23])=[CH:20][CH:21]=3)=[C:6]([C:8]3[CH:9]=[CH:10][C:11]([O:14][CH3:15])=[CH:12][CH:13]=3)[N:7]=2)=[CH:31][C:30]=1[CH3:36].